Dataset: Forward reaction prediction with 1.9M reactions from USPTO patents (1976-2016). Task: Predict the product of the given reaction. The product is: [CH3:12][C:10]1[N:11]=[C:7]([C:4]2[CH:3]=[N:2][NH:6][C:5]=2[NH2:14])[S:8][CH:9]=1. Given the reactants C[N:2](C)/[CH:3]=[C:4](/[C:7]1[S:8][CH:9]=[C:10]([CH3:12])[N:11]=1)\[C:5]#[N:6].[NH4+:14].[OH-], predict the reaction product.